This data is from Forward reaction prediction with 1.9M reactions from USPTO patents (1976-2016). The task is: Predict the product of the given reaction. Given the reactants [F:1][C:2]1[CH:3]=[C:4]([C:8]2[CH:13]=[CH:12][C:11]([F:14])=[C:10]([C:15]([NH:17][C:18]3[CH:19]=[C:20]([CH:26]=[CH:27][CH:28]=3)[O:21][CH2:22][C:23](O)=[O:24])=[O:16])[CH:9]=2)[CH:5]=[CH:6][CH:7]=1.C(N1C=CN=C1)([N:31]1C=CN=C1)=O.N, predict the reaction product. The product is: [F:1][C:2]1[CH:3]=[C:4]([C:8]2[CH:13]=[CH:12][C:11]([F:14])=[C:10]([C:15]([NH:17][C:18]3[CH:19]=[C:20]([CH:26]=[CH:27][CH:28]=3)[O:21][CH2:22][C:23]([NH2:31])=[O:24])=[O:16])[CH:9]=2)[CH:5]=[CH:6][CH:7]=1.